Dataset: Full USPTO retrosynthesis dataset with 1.9M reactions from patents (1976-2016). Task: Predict the reactants needed to synthesize the given product. (1) Given the product [Cl:20][C:13]1[N:12]=[CH:11][C:10]([C:7]2[S:6][C:5]([C:3]([N:21]3[CH2:25][CH2:24][C@@H:23]([OH:26])[CH2:22]3)=[O:4])=[N:9][N:8]=2)=[C:15]([NH:16][CH:17]([CH3:18])[CH3:19])[CH:14]=1, predict the reactants needed to synthesize it. The reactants are: CO[C:3]([C:5]1[S:6][C:7]([C:10]2[CH:11]=[N:12][C:13]([Cl:20])=[CH:14][C:15]=2[NH:16][CH:17]([CH3:19])[CH3:18])=[N:8][N:9]=1)=[O:4].[NH:21]1[CH2:25][CH2:24][C@@H:23]([OH:26])[CH2:22]1. (2) Given the product [Br:28][C:21]1[CH:26]=[CH:25][C:24]([CH:16]2[O:17][CH2:18][CH2:19][N:14]([CH3:12])[CH2:15]2)=[CH:23][CH:22]=1, predict the reactants needed to synthesize it. The reactants are: BrC1C=CC(C2C=[C:12]([N:14]3[CH2:19][CH2:18][O:17][CH2:16][CH2:15]3)C=CC=2C)=CC=1.[C:21]1(O)[CH:26]=[CH:25][CH:24]=[CH:23][CH:22]=1.[BrH:28].C=O.[BH-](OC(C)=O)(OC(C)=O)OC(C)=O.[Na+].C([O-])(O)=O.[Na+]. (3) The reactants are: [CH3:1][N:2]([CH3:33])[C@H:3]1[CH2:8][CH2:7][C@H:6]([N:9]([CH2:31][CH3:32])[C:10]2[C:11]([CH3:30])=[C:12]([C:27]([OH:29])=O)[CH:13]=[C:14]([C:16]3[CH:21]=[CH:20][C:19]([O:22][CH2:23][CH2:24][O:25][CH3:26])=[CH:18][CH:17]=3)[CH:15]=2)[CH2:5][CH2:4]1.[CH2:34]([N:36](CC)CC)[CH3:35].C1CN([P+](ON2N=[N:65][C:60]3[CH:61]=[CH:62][CH:63]=[CH:64][C:59]2=3)(N2CCCC2)N2CCCC2)CC1.F[P-](F)(F)(F)(F)F.CS(C)=[O:76]. Given the product [CH3:35][C:34]1[NH:36][C:64]([CH3:59])=[CH:63][C:62](=[O:76])[C:61]=1[CH2:60][NH:65][C:27]([C:12]1[CH:13]=[C:14]([C:16]2[CH:21]=[CH:20][C:19]([O:22][CH2:23][CH2:24][O:25][CH3:26])=[CH:18][CH:17]=2)[CH:15]=[C:10]([N:9]([C@H:6]2[CH2:7][CH2:8][C@H:3]([N:2]([CH3:33])[CH3:1])[CH2:4][CH2:5]2)[CH2:31][CH3:32])[C:11]=1[CH3:30])=[O:29], predict the reactants needed to synthesize it. (4) Given the product [CH3:11][C:12]1([CH3:24])[O:16][C@H:15]([C@@H:17]([CH2:21][S:22][CH3:23])[CH2:18][N:19]([CH2:25][C:10]2[C:3]3[N:2]=[CH:1][N:6]=[C:5]([NH2:7])[C:4]=3[NH:8][CH:9]=2)[CH3:20])[CH2:14][O:13]1, predict the reactants needed to synthesize it. The reactants are: [CH:1]1[N:2]=[C:3]2[CH2:10][CH:9]=[N:8][C:4]2=[C:5]([NH2:7])[N:6]=1.[CH3:11][C:12]1([CH3:24])[O:16][C@H:15]([C@@H:17]([CH2:21][S:22][CH3:23])[CH2:18][NH:19][CH3:20])[CH2:14][O:13]1.[CH2:25]=O.N. (5) The reactants are: C(=O)([O-])[O-].[Cs+].[Cs+].[Cl:7][C:8]1[CH:13]=[CH:12][C:11]([N:14]2[C:18]3[CH:19]=[CH:20][CH:21]=[CH:22][C:17]=3[NH:16][S:15]2(=[O:24])=[O:23])=[CH:10][CH:9]=1.[Br:25][CH2:26][CH2:27][CH2:28][CH2:29]Br. Given the product [Br:25][CH2:26][CH2:27][CH2:28][CH2:29][N:16]1[C:17]2[CH:22]=[CH:21][CH:20]=[CH:19][C:18]=2[N:14]([C:11]2[CH:12]=[CH:13][C:8]([Cl:7])=[CH:9][CH:10]=2)[S:15]1(=[O:23])=[O:24], predict the reactants needed to synthesize it. (6) Given the product [NH2:32][C:33]1[C:38]2=[CH:39][CH:40]=[C:41]([C@:42]3([C:51]#[N:52])[O:43][C@H:44]([CH2:49][O:8][P:9]([NH:18][C@@H:19]([CH3:29])[C:20]([O:22][CH2:23][CH:24]([CH2:25][CH3:26])[CH2:27][CH3:28])=[O:21])([O:11][C:12]4[CH:13]=[CH:14][CH:15]=[CH:16][CH:17]=4)=[O:10])[C@@H:45]([OH:48])[C@H:46]3[OH:47])[N:37]2[N:36]=[CH:35][N:34]=1, predict the reactants needed to synthesize it. The reactants are: [N+](C1C=CC([O:8][P:9]([NH:18][C@@H:19]([CH3:29])[C:20]([O:22][CH2:23][CH:24]([CH2:27][CH3:28])[CH2:25][CH3:26])=[O:21])([O:11][C:12]2[CH:17]=[CH:16][CH:15]=[CH:14][CH:13]=2)=[O:10])=CC=1)([O-])=O.[NH2:32][C:33]1[C:38]2=[CH:39][CH:40]=[C:41]([C@@:42]3([C:51]#[N:52])[C@H:46]([OH:47])[C@H:45]([OH:48])[C@@H:44]([CH2:49]O)[O:43]3)[N:37]2[N:36]=[CH:35][N:34]=1.C([Mg]Cl)(C)(C)C.C1COCC1. (7) The reactants are: [C:1]([O:5][C:6](=[O:17])[NH:7][CH:8]([CH2:15][CH3:16])[CH:9]([OH:14])[CH2:10][N+:11]([O-:13])=[O:12])([CH3:4])([CH3:3])[CH3:2].C(N(CC)CC)C.[CH3:25][Si:26](Cl)([CH3:28])[CH3:27]. Given the product [C:1]([O:5][C:6](=[O:17])[NH:7][CH:8]([CH2:15][CH3:16])[CH:9]([O:14][Si:26]([CH3:28])([CH3:27])[CH3:25])[CH2:10][N+:11]([O-:13])=[O:12])([CH3:4])([CH3:3])[CH3:2], predict the reactants needed to synthesize it. (8) Given the product [Cl:19][C:20]1[CH:21]=[C:22]([NH:23][C:2]2[C:3]3[C:10]4[CH2:11][N:12]([C:14]([O:16][CH2:17][CH3:18])=[O:15])[CH2:13][C:9]=4[S:8][C:4]=3[N:5]=[CH:6][N:7]=2)[CH:24]=[CH:25][C:26]=1[O:27][CH2:28][C:29]1[CH:34]=[CH:33][CH:32]=[CH:31][N:30]=1, predict the reactants needed to synthesize it. The reactants are: Cl[C:2]1[C:3]2[C:10]3[CH2:11][N:12]([C:14]([O:16][CH2:17][CH3:18])=[O:15])[CH2:13][C:9]=3[S:8][C:4]=2[N:5]=[CH:6][N:7]=1.[Cl:19][C:20]1[CH:21]=[C:22]([CH:24]=[CH:25][C:26]=1[O:27][CH2:28][C:29]1[CH:34]=[CH:33][CH:32]=[CH:31][N:30]=1)[NH2:23].